Dataset: Forward reaction prediction with 1.9M reactions from USPTO patents (1976-2016). Task: Predict the product of the given reaction. (1) The product is: [Br-:47].[C:23]([O:22][CH2:21][CH2:20][N:19]([CH2:18][CH2:17][O:16][C:1](=[O:15])[CH2:2][CH2:3][CH2:4][CH2:5][CH2:6][CH2:7][CH2:8][CH2:9][CH2:10][CH2:11][CH2:12][CH2:13][CH3:14])[C:38](=[O:46])[CH2:39][S:40][CH2:41][CH2:42][N+:43]([CH2:48][CH2:49][OH:50])([CH3:44])[CH3:45])(=[O:37])[CH2:24][CH2:25][CH2:26][CH2:27][CH2:28][CH2:29][CH2:30][CH2:31][CH2:32][CH2:33][CH2:34][CH2:35][CH3:36]. Given the reactants [C:1]([O:16][CH2:17][CH2:18][N:19]([C:38](=[O:46])[CH2:39][S:40][CH2:41][CH2:42][N:43]([CH3:45])[CH3:44])[CH2:20][CH2:21][O:22][C:23](=[O:37])[CH2:24][CH2:25][CH2:26][CH2:27][CH2:28][CH2:29][CH2:30][CH2:31][CH2:32][CH2:33][CH2:34][CH2:35][CH3:36])(=[O:15])[CH2:2][CH2:3][CH2:4][CH2:5][CH2:6][CH2:7][CH2:8][CH2:9][CH2:10][CH2:11][CH2:12][CH2:13][CH3:14].[Br:47][CH2:48][CH2:49][OH:50], predict the reaction product. (2) Given the reactants [OH:1][C:2]1[CH:10]=[CH:9][CH:8]=[C:7]2[C:3]=1[CH:4]=[CH:5][NH:6]2.[CH3:11][N:12]([C:16]1[CH:21]=[CH:20][CH:19]=[CH:18][CH:17]=1)[C:13](Cl)=[O:14], predict the reaction product. The product is: [NH:6]1[C:7]2[C:3](=[C:2]([O:1][C:13](=[O:14])[N:12]([CH3:11])[C:16]3[CH:21]=[CH:20][CH:19]=[CH:18][CH:17]=3)[CH:10]=[CH:9][CH:8]=2)[CH:4]=[CH:5]1.